From a dataset of NCI-60 drug combinations with 297,098 pairs across 59 cell lines. Regression. Given two drug SMILES strings and cell line genomic features, predict the synergy score measuring deviation from expected non-interaction effect. (1) Drug 1: C(CC(=O)O)C(=O)CN.Cl. Drug 2: C1=CN(C=N1)CC(O)(P(=O)(O)O)P(=O)(O)O. Cell line: UACC62. Synergy scores: CSS=0.581, Synergy_ZIP=0.0894, Synergy_Bliss=0.516, Synergy_Loewe=-1.31, Synergy_HSA=-0.977. (2) Drug 1: COC1=CC(=CC(=C1O)OC)C2C3C(COC3=O)C(C4=CC5=C(C=C24)OCO5)OC6C(C(C7C(O6)COC(O7)C8=CC=CS8)O)O. Drug 2: COC1=NC(=NC2=C1N=CN2C3C(C(C(O3)CO)O)O)N. Cell line: HS 578T. Synergy scores: CSS=25.4, Synergy_ZIP=12.1, Synergy_Bliss=7.99, Synergy_Loewe=-7.61, Synergy_HSA=3.44. (3) Drug 1: C1CN1P(=S)(N2CC2)N3CC3. Drug 2: C1CNP(=O)(OC1)N(CCCl)CCCl. Cell line: M14. Synergy scores: CSS=9.32, Synergy_ZIP=-2.55, Synergy_Bliss=-0.609, Synergy_Loewe=-17.9, Synergy_HSA=-2.18.